Dataset: Forward reaction prediction with 1.9M reactions from USPTO patents (1976-2016). Task: Predict the product of the given reaction. Given the reactants [C:1]([N:5]([C:27](=[O:36])[C:28]1[CH:33]=[C:32]([CH3:34])[CH:31]=[C:30]([CH3:35])[CH:29]=1)[NH:6][C:7](=[O:26])[C:8]1[CH:13]=[CH:12][C:11]([CH:14](Br)Br)=[C:10]([B:17]2[O:21][C:20]([CH3:23])([CH3:22])[C:19]([CH3:25])([CH3:24])[O:18]2)[CH:9]=1)([CH3:4])([CH3:3])[CH3:2].[CH3:37][O-:38].[Na+].[CH3:40][OH:41], predict the reaction product. The product is: [C:1]([N:5]([C:27](=[O:36])[C:28]1[CH:33]=[C:32]([CH3:34])[CH:31]=[C:30]([CH3:35])[CH:29]=1)[NH:6][C:7](=[O:26])[C:8]1[CH:13]=[CH:12][C:11]([CH:14]([O:41][CH3:40])[O:38][CH3:37])=[C:10]([B:17]2[O:21][C:20]([CH3:23])([CH3:22])[C:19]([CH3:25])([CH3:24])[O:18]2)[CH:9]=1)([CH3:4])([CH3:3])[CH3:2].